Dataset: Full USPTO retrosynthesis dataset with 1.9M reactions from patents (1976-2016). Task: Predict the reactants needed to synthesize the given product. (1) Given the product [Br:1][C:2]1[C:3]([Cl:12])=[C:4]([NH2:9])[C:5]([NH2:6])=[CH:7][CH:8]=1, predict the reactants needed to synthesize it. The reactants are: [Br:1][C:2]1[CH:8]=[CH:7][C:5]([NH2:6])=[C:4]([N+:9]([O-])=O)[C:3]=1[Cl:12].O.O.[Sn](Cl)Cl. (2) Given the product [CH3:28][O:27][C:24]1[CH:23]=[CH:22][C:21]([C:18]2[C:17]([CH3:29])=[N:16][N:15]([C:12]3[CH:11]=[CH:10][C:9]([OH:8])=[CH:14][CH:13]=3)[C:19]=2[CH3:20])=[CH:26][CH:25]=1, predict the reactants needed to synthesize it. The reactants are: C([O:8][C:9]1[CH:14]=[CH:13][C:12]([N:15]2[C:19]([CH3:20])=[C:18]([C:21]3[CH:26]=[CH:25][C:24]([O:27][CH3:28])=[CH:23][CH:22]=3)[C:17]([CH3:29])=[N:16]2)=[CH:11][CH:10]=1)C1C=CC=CC=1. (3) Given the product [CH2:36]([O:35][C:32]1[CH:33]=[CH:34][C:29]2[N:13]([C:12]([S:11][C:9]3[CH:8]=[CH:7][C:5]4[N:6]=[C:2]([NH2:1])[S:3][C:4]=4[CH:10]=3)=[N:27][N:28]=2)[N:31]=1)[CH3:37], predict the reactants needed to synthesize it. The reactants are: [NH2:1][C:2]1[S:3][C:4]2[CH:10]=[C:9]([S:11][C:12]#[N:13])[CH:8]=[CH:7][C:5]=2[N:6]=1.C(O)C.SCC(C(CS)O)O.ClC1N2[N:31]=[C:32]([O:35][CH2:36][CH3:37])[CH:33]=[CH:34][C:29]2=[N:28][N:27]=1. (4) Given the product [ClH:27].[NH2:10][CH2:9][C:8]1[C:3](=[O:2])[NH:4][C:5]([CH3:20])=[CH:6][C:7]=1[O:18][CH3:19], predict the reactants needed to synthesize it. The reactants are: C[O:2][C:3]1[C:8]([CH2:9][NH:10]C(=O)OC(C)(C)C)=[C:7]([O:18][CH3:19])[CH:6]=[C:5]([CH3:20])[N:4]=1.O1CCOCC1.[ClH:27]. (5) Given the product [CH3:21][C:4]1[CH:3]=[C:2]([O:28][C:22]2[CH:27]=[CH:26][CH:25]=[CH:24][CH:23]=2)[CH:20]=[CH:19][C:5]=1[C:6]([NH:8][CH:9]1[CH2:14][C:13]([CH3:16])([CH3:15])[NH:12][C:11]([CH3:18])([CH3:17])[CH2:10]1)=[O:7], predict the reactants needed to synthesize it. The reactants are: Br[C:2]1[CH:20]=[CH:19][C:5]([C:6]([NH:8][CH:9]2[CH2:14][C:13]([CH3:16])([CH3:15])[NH:12][C:11]([CH3:18])([CH3:17])[CH2:10]2)=[O:7])=[C:4]([CH3:21])[CH:3]=1.[C:22]1([OH:28])[CH:27]=[CH:26][CH:25]=[CH:24][CH:23]=1.C([O-])([O-])=O.[Cs+].[Cs+].N1C=CC=CC=1C(O)=O.